Predict the product of the given reaction. From a dataset of Forward reaction prediction with 1.9M reactions from USPTO patents (1976-2016). (1) Given the reactants [C:1]([C:3]1[CH:8]=[CH:7][C:6](B(O)O)=[CH:5][C:4]=1[F:12])#[N:2].Cl[C:14]1[N:19]=[C:18]([NH2:20])[N:17]=[C:16]([NH:21][C:22]2[CH:27]=[CH:26][CH:25]=[CH:24][CH:23]=2)[CH:15]=1.O1CCOCC1.C([O-])(O)=O.[Na+], predict the reaction product. The product is: [NH2:20][C:18]1[N:19]=[C:14]([C:6]2[CH:7]=[CH:8][C:3]([C:1]#[N:2])=[C:4]([F:12])[CH:5]=2)[CH:15]=[C:16]([NH:21][C:22]2[CH:27]=[CH:26][CH:25]=[CH:24][CH:23]=2)[N:17]=1. (2) Given the reactants Cl[C:2]1[C:7]([CH:8]=O)=[C:6]([Cl:10])[N:5]=[CH:4][N:3]=1.[CH2:11]([O:18][NH:19][C:20](=[O:27])[CH2:21][C:22]([O:24][CH2:25][CH3:26])=[O:23])[C:12]1[CH:17]=[CH:16][CH:15]=[CH:14][CH:13]=1.C(N(CC)CC)C.C(OCC)(=O)C, predict the reaction product. The product is: [CH2:11]([O:18][N:19]1[C:2]2[N:3]=[CH:4][N:5]=[C:6]([Cl:10])[C:7]=2[CH:8]=[C:21]([C:22]([O:24][CH2:25][CH3:26])=[O:23])[C:20]1=[O:27])[C:12]1[CH:13]=[CH:14][CH:15]=[CH:16][CH:17]=1. (3) Given the reactants Br[C:2]1[CH:7]=[CH:6][C:5]([NH:8][C:9]([C:11]2[N:12]([CH2:18][O:19][CH2:20][CH2:21][Si:22]([CH3:25])([CH3:24])[CH3:23])[CH:13]=[C:14]([C:16]#[N:17])[N:15]=2)=[O:10])=[C:4]([C:26]2[CH2:31][CH2:30][CH2:29][CH2:28][CH:27]=2)[CH:3]=1.[CH3:32][O:33][C:34]([O:38][Si](C)(C)C)=[C:35]([CH3:37])[CH3:36].O, predict the reaction product. The product is: [CH3:32][O:33][C:34](=[O:38])[C:35]([C:2]1[CH:7]=[CH:6][C:5]([NH:8][C:9]([C:11]2[N:12]([CH2:18][O:19][CH2:20][CH2:21][Si:22]([CH3:25])([CH3:24])[CH3:23])[CH:13]=[C:14]([C:16]#[N:17])[N:15]=2)=[O:10])=[C:4]([C:26]2[CH2:31][CH2:30][CH2:29][CH2:28][CH:27]=2)[CH:3]=1)([CH3:37])[CH3:36]. (4) Given the reactants [C:1]([C:3]1[N:8]=[CH:7][C:6]([NH:9][C:10]([C:12]2[C:20]3[C:15](=[CH:16][CH:17]=[C:18]([C:21]4[CH:22]=[N:23][CH:24]=[C:25]([CH2:27][N:28]5[CH2:33][CH2:32][CH2:31][CH2:30][CH2:29]5)[CH:26]=4)[CH:19]=3)[NH:14][N:13]=2)=[O:11])=[CH:5][CH:4]=1)#[N:2].S(=O)(=O)(O)[OH:35].[NH4+].[OH-], predict the reaction product. The product is: [C:1]([C:3]1[N:8]=[CH:7][C:6]([NH:9][C:10]([C:12]2[C:20]3[C:15](=[CH:16][CH:17]=[C:18]([C:21]4[CH:22]=[N:23][CH:24]=[C:25]([CH2:27][N:28]5[CH2:33][CH2:32][CH2:31][CH2:30][CH2:29]5)[CH:26]=4)[CH:19]=3)[NH:14][N:13]=2)=[O:11])=[CH:5][CH:4]=1)(=[O:35])[NH2:2]. (5) Given the reactants [Br:1][C:2]1[C:3]([F:11])=[CH:4][CH:5]=[C:6]2[C:10]=1[CH2:9][CH:8]=[CH:7]2.C1C=C(Cl)C=C(C(OO)=[O:20])C=1, predict the reaction product. The product is: [Br:1][C:2]1[C:10]2[CH2:9][CH:8]3[O:20][CH:7]3[C:6]=2[CH:5]=[CH:4][C:3]=1[F:11]. (6) Given the reactants [CH2:1]([O:8][C:9]1[CH:16]=[CH:15][C:12]([CH2:13]O)=[CH:11][C:10]=1[O:17][CH3:18])[C:2]1[CH:7]=[CH:6][CH:5]=[CH:4][CH:3]=1.P(Br)(Br)[Br:20], predict the reaction product. The product is: [CH2:1]([O:8][C:9]1[CH:16]=[CH:15][C:12]([CH2:13][Br:20])=[CH:11][C:10]=1[O:17][CH3:18])[C:2]1[CH:7]=[CH:6][CH:5]=[CH:4][CH:3]=1. (7) Given the reactants C1C=CC(P(C2C(C3C(P(C4C=CC=CC=4)C4C=CC=CC=4)=CC=C4C=3C=CC=C4)=C3C(C=CC=C3)=CC=2)C2C=CC=CC=2)=CC=1.C(=O)([O-])[O-].[Cs+].[Cs+].Cl[C:54]1[N:59]=[C:58]([N:60]2[CH2:65][CH2:64][O:63][CH2:62][CH2:61]2)[N:57]=[C:56]([C:66]2[CH:67]=[N:68][C:69]([NH2:72])=[N:70][CH:71]=2)[CH:55]=1.[N:73]1[C:82]2[C:77](=[CH:78][CH:79]=[CH:80][CH:81]=2)[CH:76]=[C:75]([NH2:83])[CH:74]=1, predict the reaction product. The product is: [NH2:72][C:69]1[N:68]=[CH:67][C:66]([C:56]2[N:57]=[C:58]([N:60]3[CH2:65][CH2:64][O:63][CH2:62][CH2:61]3)[N:59]=[C:54]([NH:83][C:75]3[CH:74]=[N:73][C:82]4[C:77]([CH:76]=3)=[CH:78][CH:79]=[CH:80][CH:81]=4)[CH:55]=2)=[CH:71][N:70]=1. (8) Given the reactants [N+:1]([O-:4])([OH:3])=[O:2].[Cl:5][C:6]1[CH:11]=[C:10]([Cl:12])[C:9]([F:13])=[CH:8][C:7]=1[C:14]1[O:15][C:16]2[C:21]([C:22](=[O:24])[CH:23]=1)=[C:20]([OH:25])[CH:19]=[C:18]([OH:26])[C:17]=2[C@@H:27]1[CH2:31][CH2:30][N:29]([CH3:32])[C@H:28]1[CH2:33][OH:34], predict the reaction product. The product is: [N+:1]([O-:4])([OH:3])=[O:2].[Cl:5][C:6]1[CH:11]=[C:10]([Cl:12])[C:9]([F:13])=[CH:8][C:7]=1[C:14]1[O:15][C:16]2[C:21]([C:22](=[O:24])[CH:23]=1)=[C:20]([OH:25])[CH:19]=[C:18]([OH:26])[C:17]=2[C@@H:27]1[CH2:31][CH2:30][N:29]([CH3:32])[C@H:28]1[CH2:33][OH:34].